From a dataset of Peptide-MHC class I binding affinity with 185,985 pairs from IEDB/IMGT. Regression. Given a peptide amino acid sequence and an MHC pseudo amino acid sequence, predict their binding affinity value. This is MHC class I binding data. (1) The peptide sequence is ILNSDDEQA. The MHC is HLA-B27:03 with pseudo-sequence HLA-B27:03. The binding affinity (normalized) is 0.0847. (2) The peptide sequence is CEMNHVNSMH. The MHC is HLA-A68:01 with pseudo-sequence HLA-A68:01. The binding affinity (normalized) is 0.00353. (3) The peptide sequence is KNNFWFWEY. The MHC is HLA-A80:01 with pseudo-sequence HLA-A80:01. The binding affinity (normalized) is 0.872. (4) The peptide sequence is QIIEQLIKK. The MHC is Mamu-B8301 with pseudo-sequence Mamu-B8301. The binding affinity (normalized) is 0.242. (5) The peptide sequence is VPVTTRDSF. The MHC is HLA-B53:01 with pseudo-sequence HLA-B53:01. The binding affinity (normalized) is 0.332.